Dataset: Full USPTO retrosynthesis dataset with 1.9M reactions from patents (1976-2016). Task: Predict the reactants needed to synthesize the given product. Given the product [CH:8]1([C:14]2[CH:15]=[CH:16][C:17]([NH:18][C:2](=[O:7])[C:3]([O:5][CH3:6])=[O:4])=[CH:19][CH:20]=2)[CH2:9][CH2:10][CH2:11][CH2:12][CH2:13]1, predict the reactants needed to synthesize it. The reactants are: Cl[C:2](=[O:7])[C:3]([O:5][CH3:6])=[O:4].[CH:8]1([C:14]2[CH:20]=[CH:19][C:17]([NH2:18])=[CH:16][CH:15]=2)[CH2:13][CH2:12][CH2:11][CH2:10][CH2:9]1.N1C=CC=CC=1.O.